From a dataset of Forward reaction prediction with 1.9M reactions from USPTO patents (1976-2016). Predict the product of the given reaction. Given the reactants [CH3:1][O:2][C:3]1[C:12]2[NH:11][C:10](=O)[C@@H:9]3[CH2:14][N:15]([C:17]([O:19][C:20]([CH3:23])([CH3:22])[CH3:21])=[O:18])[CH2:16][C@@H:8]3[C:7]=2[CH:6]=[CH:5][CH:4]=1.CN(C=O)C.[Br:29]N1C(=O)CCC1=O, predict the reaction product. The product is: [Br:29][C:5]1[CH:4]=[C:3]([O:2][CH3:1])[C:12]2[NH:11][CH2:10][C@@H:9]3[CH2:14][N:15]([C:17]([O:19][C:20]([CH3:23])([CH3:22])[CH3:21])=[O:18])[CH2:16][C@@H:8]3[C:7]=2[CH:6]=1.